This data is from Full USPTO retrosynthesis dataset with 1.9M reactions from patents (1976-2016). The task is: Predict the reactants needed to synthesize the given product. (1) Given the product [N:11]1([C:14]2[C:19]([O:20][CH2:21][CH2:22][O:23][C:24]3[CH:29]=[CH:28][CH:27]=[C:26]([CH2:30][N:31]4[CH2:36][CH2:35][O:34][CH2:33][CH2:32]4)[CH:25]=3)=[N:18][CH:17]=[CH:16][N:15]=2)[CH2:12][CH2:13][NH:8][CH2:9][CH2:10]1, predict the reactants needed to synthesize it. The reactants are: C(OC([N:8]1[CH2:13][CH2:12][N:11]([C:14]2[C:19]([O:20][CH2:21][CH2:22][O:23][C:24]3[CH:29]=[CH:28][CH:27]=[C:26]([CH2:30][N:31]4[CH2:36][CH2:35][O:34][CH2:33][CH2:32]4)[CH:25]=3)=[N:18][CH:17]=[CH:16][N:15]=2)[CH2:10][CH2:9]1)=O)(C)(C)C.Cl. (2) Given the product [CH3:1][O:2][CH2:3][C:4]([N:6]1[CH2:10][CH2:9][CH2:8][C@@H:7]1[CH2:11][O:12][C:13]1[CH:22]=[CH:21][CH:20]=[C:19]2[C:14]=1[C:15]([NH:23][C:24]1[CH:29]=[CH:28][C:27]([O:30][CH2:34][C:35]3[N:36]=[CH:37][S:38][CH:39]=3)=[C:26]([CH3:31])[CH:25]=1)=[N:16][CH:17]=[N:18]2)=[O:5], predict the reactants needed to synthesize it. The reactants are: [CH3:1][O:2][CH2:3][C:4]([N:6]1[CH2:10][CH2:9][CH2:8][C@@H:7]1[CH2:11][O:12][C:13]1[CH:22]=[CH:21][CH:20]=[C:19]2[C:14]=1[C:15]([NH:23][C:24]1[CH:29]=[CH:28][C:27]([OH:30])=[C:26]([CH3:31])[CH:25]=1)=[N:16][CH:17]=[N:18]2)=[O:5].Cl.Cl[CH2:34][C:35]1[N:36]=[CH:37][S:38][CH:39]=1. (3) Given the product [CH2:35]([N:14]1[CH:15]=[C:10]([C:8]([NH:7][CH2:6][C:5]2[CH:27]=[CH:28][C:2]([Cl:1])=[CH:3][CH:4]=2)=[O:9])[C:11](=[O:26])[C:12]2[CH:18]=[C:17]([CH2:19][N:20]3[CH2:21][CH2:22][O:23][CH2:24][CH2:25]3)[S:16][C:13]1=2)[C:36]1[CH:41]=[CH:40][CH:39]=[CH:38][CH:37]=1, predict the reactants needed to synthesize it. The reactants are: [Cl:1][C:2]1[CH:28]=[CH:27][C:5]([CH2:6][NH:7][C:8]([C:10]2[C:11]([OH:26])=[C:12]3[CH:18]=[C:17]([CH2:19][N:20]4[CH2:25][CH2:24][O:23][CH2:22][CH2:21]4)[S:16][C:13]3=[N:14][CH:15]=2)=[O:9])=[CH:4][CH:3]=1.C(=O)([O-])[O-].[K+].[K+].[CH2:35](Br)[C:36]1[CH:41]=[CH:40][CH:39]=[CH:38][CH:37]=1.O. (4) Given the product [Cl:1][C:2]1[CH:3]=[C:4]([NH:16][C:17]2[C:26]3[C:21](=[CH:22][CH:23]=[CH:24][C:25]=3[O:27][CH2:28][CH2:29][N:30]([CH:31]3[CH2:34][CH2:33][CH2:32]3)[C:35](=[O:37])[CH3:36])[N:20]=[CH:19][N:18]=2)[CH:5]=[CH:6][C:7]=1[O:8][CH2:9][C:10]1[CH:15]=[CH:14][CH:13]=[CH:12][N:11]=1, predict the reactants needed to synthesize it. The reactants are: [Cl:1][C:2]1[CH:3]=[C:4]([NH:16][C:17]2[C:26]3[C:21](=[CH:22][CH:23]=[CH:24][C:25]=3[O:27][CH2:28][CH2:29][NH:30][CH:31]3[CH2:34][CH2:33][CH2:32]3)[N:20]=[CH:19][N:18]=2)[CH:5]=[CH:6][C:7]=1[O:8][CH2:9][C:10]1[CH:15]=[CH:14][CH:13]=[CH:12][N:11]=1.[C:35](Cl)(=[O:37])[CH3:36]. (5) Given the product [N:6]1[CH:7]=[CH:8][C:3]([O:11][CH:12]2[CH2:13][CH2:14][C:15]3([CH2:20][CH2:19][N:18]([C:21]([O:23][C:24]([CH3:25])([CH3:26])[CH3:27])=[O:22])[CH2:17][CH2:16]3)[CH2:28][CH2:29]2)=[CH:4][CH:5]=1, predict the reactants needed to synthesize it. The reactants are: Cl.Cl[C:3]1[CH:8]=[CH:7][N:6]=[CH:5][CH:4]=1.[H-].[Na+].[OH:11][CH:12]1[CH2:29][CH2:28][C:15]2([CH2:20][CH2:19][N:18]([C:21]([O:23][C:24]([CH3:27])([CH3:26])[CH3:25])=[O:22])[CH2:17][CH2:16]2)[CH2:14][CH2:13]1.[I-].[Na+].C([O-])(O)=O.[Na+].